From a dataset of Full USPTO retrosynthesis dataset with 1.9M reactions from patents (1976-2016). Predict the reactants needed to synthesize the given product. (1) The reactants are: [CH2:1]([O:3][C:4]([NH:6][C:7]1[CH:12]=[CH:11][C:10]([N:13]2[CH2:18][CH2:17][O:16][CH2:15][CH2:14]2)=[C:9]([F:19])[CH:8]=1)=[O:5])[CH3:2].C([C:24]1[CH:34]=[CH:33][CH:32]=[C:26]2[C:27]([NH:29][C:30](=[O:31])[C:25]=12)=[O:28])[C@@H]1OC1.[CH3:35]N(C)C=O.C(N(CC)CC)C. Given the product [F:19][C:9]1[CH:8]=[C:7]([N:6]2[CH2:2][C@H:1]([CH2:35][N:29]3[C:30](=[O:31])[C:25]4=[CH:24][CH:34]=[CH:33][CH:32]=[C:26]4[C:27]3=[O:28])[O:3][C:4]2=[O:5])[CH:12]=[CH:11][C:10]=1[N:13]1[CH2:18][CH2:17][O:16][CH2:15][CH2:14]1, predict the reactants needed to synthesize it. (2) The reactants are: [H-].[Na+].[Cl:3][C:4]1[CH:5]=[CH:6][C:7]([OH:27])=[C:8]([CH2:10][N:11]2[N:15]=[C:14]([C:16]([NH:18][C:19]3[C:24]([F:25])=[CH:23][CH:22]=[CH:21][C:20]=3[F:26])=[O:17])[CH:13]=[N:12]2)[CH:9]=1.Br[CH2:29][CH2:30][CH2:31][CH3:32].Cl. Given the product [CH2:29]([O:27][C:7]1[CH:6]=[CH:5][C:4]([Cl:3])=[CH:9][C:8]=1[CH2:10][N:11]1[N:15]=[C:14]([C:16]([NH:18][C:19]2[C:24]([F:25])=[CH:23][CH:22]=[CH:21][C:20]=2[F:26])=[O:17])[CH:13]=[N:12]1)[CH2:30][CH2:31][CH3:32], predict the reactants needed to synthesize it. (3) Given the product [F:27][C:11]1[C:10]([CH2:9][OH:8])=[CH:15][CH:14]=[CH:13][C:12]=1[N:16]1[CH2:17][CH:18]([O:20][CH:21]2[CH2:22][CH2:23][N:24]([C:29]3[CH:30]=[CH:31][C:32]([C:35]([O:37][CH3:38])=[O:36])=[N:33][CH:34]=3)[CH2:25][CH2:26]2)[CH2:19]1, predict the reactants needed to synthesize it. The reactants are: [Si]([O:8][CH2:9][C:10]1[C:11]([F:27])=[C:12]([N:16]2[CH2:19][CH:18]([O:20][CH:21]3[CH2:26][CH2:25][NH:24][CH2:23][CH2:22]3)[CH2:17]2)[CH:13]=[CH:14][CH:15]=1)(C(C)(C)C)(C)C.Br[C:29]1[CH:30]=[CH:31][C:32]([C:35]([O:37][CH3:38])=[O:36])=[N:33][CH:34]=1.C1(P(C2CCCCC2)C2C=CC=CC=2C2C(C(C)C)=CC(C(C)C)=CC=2C(C)C)CCCCC1.P([O-])([O-])([O-])=O.[K+].[K+].[K+].CCCC[N+](CCCC)(CCCC)CCCC.[F-].C1COCC1.[Cl-].[NH4+].